Dataset: Forward reaction prediction with 1.9M reactions from USPTO patents (1976-2016). Task: Predict the product of the given reaction. (1) The product is: [Br:1][C:2]1[CH:3]=[C:4]([CH:11]=[CH:12][C:13]=1[CH3:14])[C:5]([N:7]([CH:8]1[CH2:9][CH2:10]1)[CH3:17])=[O:6]. Given the reactants [Br:1][C:2]1[CH:3]=[C:4]([CH:11]=[CH:12][C:13]=1[CH3:14])[C:5]([NH:7][CH:8]1[CH2:10][CH2:9]1)=[O:6].[H-].[Na+].[CH3:17]I.O, predict the reaction product. (2) Given the reactants [CH3:1][C:2]([CH3:13])([CH2:8][CH2:9][CH2:10][CH2:11][CH3:12])[C:3](=O)[C:4]([OH:6])=[O:5].[CH3:14][NH2:15], predict the reaction product. The product is: [CH3:1][C:2]([CH3:13])([CH2:8][CH2:9][CH2:10][CH2:11][CH3:12])[CH:3]([NH:15][CH3:14])[C:4]([OH:6])=[O:5]. (3) Given the reactants Cl[C:2]1[C:7]2[N:8]=[C:9]([CH3:12])[N:10]([CH3:11])[C:6]=2[CH:5]=[CH:4][N:3]=1.[CH2:13]([OH:20])[C:14]1[CH:19]=[CH:18][CH:17]=[CH:16][CH:15]=1.CC(C)([O-])C.[K+].C1OCCOCCOCCOCCOCCOC1.P([O-])(O)(O)=O.[K+], predict the reaction product. The product is: [CH2:13]([O:20][C:2]1[C:7]2[N:8]=[C:9]([CH3:12])[N:10]([CH3:11])[C:6]=2[CH:5]=[CH:4][N:3]=1)[C:14]1[CH:19]=[CH:18][CH:17]=[CH:16][CH:15]=1. (4) Given the reactants [OH-].[Na+].[CH3:3][C:4]([S:7]([NH:10][C@H:11]1[CH2:16][CH2:15][C@H:14]([C:17]([O:19]C)=[O:18])[CH2:13][CH2:12]1)(=[O:9])=[O:8])([CH3:6])[CH3:5], predict the reaction product. The product is: [CH3:6][C:4]([S:7]([NH:10][C@H:11]1[CH2:16][CH2:15][C@H:14]([C:17]([OH:19])=[O:18])[CH2:13][CH2:12]1)(=[O:8])=[O:9])([CH3:3])[CH3:5].